This data is from Catalyst prediction with 721,799 reactions and 888 catalyst types from USPTO. The task is: Predict which catalyst facilitates the given reaction. (1) Reactant: [OH-].[K+].C([O:5][C:6](=[O:29])[C:7]([CH3:28])([CH3:27])[CH2:8][CH2:9][CH2:10][CH2:11][CH:12]([CH2:25][OH:26])[CH2:13][CH2:14][CH2:15][CH2:16][C:17]([CH3:24])([CH3:23])[C:18]([O:20]CC)=[O:19])C. Product: [OH:26][CH2:25][CH:12]([CH2:13][CH2:14][CH2:15][CH2:16][C:17]([CH3:24])([CH3:23])[C:18]([OH:20])=[O:19])[CH2:11][CH2:10][CH2:9][CH2:8][C:7]([CH3:28])([CH3:27])[C:6]([OH:29])=[O:5]. The catalyst class is: 97. (2) Reactant: [F:1][C:2]1[CH:36]=[CH:35][CH:34]=[C:33]([F:37])[C:3]=1[C:4]([NH:6][C:7]1[C:8]([C:21]2[NH:22][C:23]([CH2:29][CH:30]([CH3:32])[CH3:31])=[C:24]([C:26]([OH:28])=O)[N:25]=2)=[N:9][N:10]([CH2:12][C:13]2[CH:18]=[CH:17][C:16]([O:19][CH3:20])=[CH:15][CH:14]=2)[CH:11]=1)=[O:5].Cl.CN(C)CCCN=C=NCC.ON1C2C=CC=CC=2N=N1.[NH:60]1[CH2:65][CH2:64][O:63][CH2:62][CH2:61]1. The catalyst class is: 9. Product: [F:37][C:33]1[CH:34]=[CH:35][CH:36]=[C:2]([F:1])[C:3]=1[C:4]([NH:6][C:7]1[C:8]([C:21]2[NH:22][C:23]([CH2:29][CH:30]([CH3:31])[CH3:32])=[C:24]([C:26]([N:60]3[CH2:65][CH2:64][O:63][CH2:62][CH2:61]3)=[O:28])[N:25]=2)=[N:9][N:10]([CH2:12][C:13]2[CH:14]=[CH:15][C:16]([O:19][CH3:20])=[CH:17][CH:18]=2)[CH:11]=1)=[O:5]. (3) Product: [C@H:33]12[CH2:38][C@H:36]([NH:35][CH2:34]1)[CH2:37][N:32]2[C:4]1[CH:5]=[CH:6][C:7]([C:8]2[N:13]3[N:14]=[C:15]([C:26]4[CH:31]=[CH:30][N:29]=[CH:28][CH:27]=4)[C:16]([C:17]4[CH:25]=[CH:24][CH:23]=[C:22]5[C:18]=4[CH:19]=[N:20][NH:21]5)=[C:12]3[N:11]=[CH:10][CH:9]=2)=[C:2]([F:1])[CH:3]=1. Reactant: [F:1][C:2]1[CH:3]=[C:4]([N:32]2[CH2:37][C@@H:36]3[CH2:38][C@H:33]2[CH2:34][N:35]3C(OC(C)(C)C)=O)[CH:5]=[CH:6][C:7]=1[C:8]1[N:13]2[N:14]=[C:15]([C:26]3[CH:31]=[CH:30][N:29]=[CH:28][CH:27]=3)[C:16]([C:17]3[CH:25]=[CH:24][CH:23]=[C:22]4[C:18]=3[CH:19]=[N:20][NH:21]4)=[C:12]2[N:11]=[CH:10][CH:9]=1.Cl. The catalyst class is: 5. (4) Reactant: [CH3:1][NH:2][NH2:3].[CH3:4][CH2:5][C:6](=O)[CH2:7][C:8](=O)[CH2:9][CH3:10].C(O)(=O)C. Product: [CH2:5]([C:6]1[CH:7]=[C:8]([CH2:9][CH3:10])[N:2]([CH3:1])[N:3]=1)[CH3:4]. The catalyst class is: 8. (5) Reactant: [C:1]1([C:7]2[C:16]3[CH:15]=[CH:14][CH:13]=[CH:12][C:11]=3[N:10]=[C:9]3[C:17]4[CH:18]=[CH:19][CH2:20][CH2:21][C:22]=4[C:23](=O)[C:8]=23)[CH:6]=[CH:5][CH:4]=[CH:3][CH:2]=1.[C:25]1([N:31]2[C:43]3[CH:42]=[CH:41][CH:40]=[CH:39][C:38]=3[C:37]3[C:32]2=[CH:33][CH:34]=[CH:35][CH:36]=3)[CH:30]=[CH:29][CH:28]=[CH:27][CH:26]=1.CS(O)(=O)=O.O=P12OP3(OP(OP(O3)(O1)=O)(=O)O2)=O. Product: [C:1]1([C:7]2[C:16]3[CH:15]=[CH:14][CH:13]=[CH:12][C:11]=3[N:10]=[C:9]3[C:17]4[C:22]([C:23]([C:40]5[CH:41]=[CH:42][C:43]6[N:31]([C:25]7[CH:30]=[CH:29][CH:28]=[CH:27][CH:26]=7)[C:32]7[C:37]([C:38]=6[CH:39]=5)=[CH:36][CH:35]=[CH:34][CH:33]=7)([C:40]5[CH:41]=[CH:42][C:43]6[N:31]([C:25]7[CH:26]=[CH:27][CH:28]=[CH:29][CH:30]=7)[C:32]7[C:37]([C:38]=6[CH:39]=5)=[CH:36][CH:35]=[CH:34][CH:33]=7)[C:8]=23)=[CH:21][CH:20]=[CH:19][CH:18]=4)[CH:6]=[CH:5][CH:4]=[CH:3][CH:2]=1. The catalyst class is: 4.